This data is from Full USPTO retrosynthesis dataset with 1.9M reactions from patents (1976-2016). The task is: Predict the reactants needed to synthesize the given product. (1) Given the product [N+:24]([C:21]1[N:22]=[CH:23][C:18]([O:1][C:2]2[CH:10]=[CH:9][C:5]([C:6]([NH2:8])=[O:7])=[CH:4][CH:3]=2)=[CH:19][CH:20]=1)([O-:26])=[O:25], predict the reactants needed to synthesize it. The reactants are: [OH:1][C:2]1[CH:10]=[CH:9][C:5]([C:6]([NH2:8])=[O:7])=[CH:4][CH:3]=1.C(=O)([O-])[O-].[Cs+].[Cs+].Br[C:18]1[CH:19]=[CH:20][C:21]([N+:24]([O-:26])=[O:25])=[N:22][CH:23]=1. (2) Given the product [CH3:14][C:11]1([CH3:15])[O:10][C@H:9]([CH2:8][C:7]([S:17]([Cl:20])(=[O:18])=[O:23])=[CH2:16])[CH2:13][O:12]1, predict the reactants needed to synthesize it. The reactants are: C([Li])(C)(C)C.I[C:7](=[CH2:16])[CH2:8][C@@H:9]1[CH2:13][O:12][C:11]([CH3:15])([CH3:14])[O:10]1.[S:17]([Cl:20])(Cl)=[O:18].CC[O:23]CC. (3) Given the product [NH2:8][C:9]1[CH:10]=[CH:11][C:12]([CH:15]([N:21]([CH:23]([CH3:24])[CH3:25])[CH3:22])[C:16]([O:18][CH2:19][CH3:20])=[O:17])=[CH:13][CH:14]=1, predict the reactants needed to synthesize it. The reactants are: C(OC([NH:8][C:9]1[CH:14]=[CH:13][C:12]([CH:15]([N:21]([CH:23]([CH3:25])[CH3:24])[CH3:22])[C:16]([O:18][CH2:19][CH3:20])=[O:17])=[CH:11][CH:10]=1)=O)(C)(C)C.Cl.O1CCOCC1. (4) Given the product [CH3:26][O:27][C:28](=[O:37])[C:29]1[CH:34]=[C:33]([Cl:35])[C:32]([O:8][C:6]2[CH:5]=[CH:4][C:3]([CH:9]([CH3:25])[C:10]([C:16]3[CH:17]=[C:18]([CH3:24])[C:19](=[O:23])[N:20]([CH3:22])[CH:21]=3)([OH:15])[C:11]([F:13])([F:14])[F:12])=[C:2]([Cl:1])[CH:7]=2)=[N:31][CH:30]=1, predict the reactants needed to synthesize it. The reactants are: [Cl:1][C:2]1[CH:7]=[C:6]([OH:8])[CH:5]=[CH:4][C:3]=1[CH:9]([CH3:25])[C:10]([C:16]1[CH:17]=[C:18]([CH3:24])[C:19](=[O:23])[N:20]([CH3:22])[CH:21]=1)([OH:15])[C:11]([F:14])([F:13])[F:12].[CH3:26][O:27][C:28](=[O:37])[C:29]1[CH:34]=[C:33]([Cl:35])[C:32](Cl)=[N:31][CH:30]=1.N12CCN(CC1)CC2. (5) Given the product [CH3:1][O:2][C:3](=[O:15])[CH:4]([C:6]1[CH:11]=[CH:10][C:9]([OH:12])=[CH:8][C:7]=1[F:14])[CH3:5], predict the reactants needed to synthesize it. The reactants are: [CH3:1][O:2][C:3](=[O:15])[CH:4]([C:6]1[CH:11]=[CH:10][C:9]([O:12]C)=[CH:8][C:7]=1[F:14])[CH3:5]. (6) The reactants are: C(=O)([O-])[O-].[K+].[K+].[CH2:7]([O:9][C:10]([C@@H:12]1[CH2:16][C:15]([C:17]2[CH:22]=[CH:21][C:20]([CH3:23])=[CH:19][N:18]=2)=[C:14]([CH3:24])[C@H:13]1[O:25]C(=O)C)=[O:11])[CH3:8]. Given the product [CH2:7]([O:9][C:10]([C@@H:12]1[CH2:16][C:15]([C:17]2[CH:22]=[CH:21][C:20]([CH3:23])=[CH:19][N:18]=2)=[C:14]([CH3:24])[C@H:13]1[OH:25])=[O:11])[CH3:8], predict the reactants needed to synthesize it. (7) Given the product [CH3:1][O:2][C:3]1[CH:10]=[CH:9][C:6]([CH2:7][O:17][CH2:16][CH:14]2[CH2:13][O:15]2)=[CH:5][CH:4]=1, predict the reactants needed to synthesize it. The reactants are: [CH3:1][O:2][C:3]1[CH:10]=[CH:9][C:6]([CH2:7]Cl)=[CH:5][CH:4]=1.[H-].[Na+].[CH2:13]1[O:15][CH:14]1[CH2:16][OH:17]. (8) Given the product [Cl:35][C:36]1[CH:41]=[CH:40][C:39]([CH:42]=[CH:43][C:10]2[CH:11]=[C:12]([C:16]3[N:20]([CH3:21])[N:19]=[C:18]([C:22]([N:24]4[CH2:28][CH2:27][CH:26]([N:29]([CH2:32][CH3:33])[CH2:30][CH3:31])[CH2:25]4)=[O:23])[C:17]=3[CH3:34])[CH:13]=[CH:14][CH:15]=2)=[CH:38][CH:37]=1, predict the reactants needed to synthesize it. The reactants are: [O-]P([O-])([O-])=O.[K+].[K+].[K+].Br[C:10]1[CH:11]=[C:12]([C:16]2[N:20]([CH3:21])[N:19]=[C:18]([C:22]([N:24]3[CH2:28][CH2:27][CH:26]([N:29]([CH2:32][CH3:33])[CH2:30][CH3:31])[CH2:25]3)=[O:23])[C:17]=2[CH3:34])[CH:13]=[CH:14][CH:15]=1.[Cl:35][C:36]1[CH:41]=[CH:40][C:39](/[CH:42]=[CH:43]/B(O)O)=[CH:38][CH:37]=1.